This data is from HIV replication inhibition screening data with 41,000+ compounds from the AIDS Antiviral Screen. The task is: Binary Classification. Given a drug SMILES string, predict its activity (active/inactive) in a high-throughput screening assay against a specified biological target. (1) The molecule is Cl.N=C(N)c1ccc(C(NC(=O)CNS(=O)(=O)c2ccc3ccccc3c2)P(=O)(Oc2ccccc2)Oc2ccccc2)cc1. The result is 1 (active). (2) The compound is COc1c(C)c(CC=C(C)CCC=C(C)CCC=C(C)C)c(OC)c(OC)c1OC. The result is 0 (inactive). (3) The drug is C=CCN1C(=O)C(=O)N(CC=C)C(=O)C1=O. The result is 0 (inactive). (4) The molecule is CCN(CC)c1c(C(=O)C=Cc2ccccc2)c(-c2ccccc2)nn(C)c1=O. The result is 0 (inactive). (5) The molecule is COc1cc(C=Cc2sc3ccccc3[n+]2C)ccc1N(C)C.[I-]. The result is 0 (inactive).